From a dataset of TCR-epitope binding with 47,182 pairs between 192 epitopes and 23,139 TCRs. Binary Classification. Given a T-cell receptor sequence (or CDR3 region) and an epitope sequence, predict whether binding occurs between them. (1) The epitope is QASQEVKNW. The TCR CDR3 sequence is CSAPAGEQFF. Result: 0 (the TCR does not bind to the epitope). (2) The epitope is LLLGIGILV. The TCR CDR3 sequence is CASSSQGGNYGYTF. Result: 1 (the TCR binds to the epitope). (3) The epitope is GLCTLVAML. The TCR CDR3 sequence is CASSYVTTSGGHANTGELFF. Result: 0 (the TCR does not bind to the epitope). (4) The epitope is TLIGDCATV. The TCR CDR3 sequence is CASSLVGGGTTDTQYF. Result: 1 (the TCR binds to the epitope). (5) The epitope is NQKLIANQF. The TCR CDR3 sequence is CASSPTGQGLDAGELFF. Result: 1 (the TCR binds to the epitope).